This data is from Catalyst prediction with 721,799 reactions and 888 catalyst types from USPTO. The task is: Predict which catalyst facilitates the given reaction. The catalyst class is: 2. Reactant: Cl.[N:2]1[CH:7]=[CH:6][CH:5]=[C:4]([CH2:8][C:9]([OH:11])=[O:10])[CH:3]=1.[B-](F)(F)(F)F.CN(C(ON1C(=O)CCC1=O)=[N+](C)C)C.C(N(CC)C(C)C)(C)C.[Cl:41][C:42]1[CH:43]=[C:44]([N:62]2[C:67](=[O:68])[NH:66][C:65](=[O:69])[C:64]([C:70]#[N:71])=[N:63]2)[CH:45]=[C:46]([Cl:61])[C:47]=1[O:48][C:49]1[CH:54]=[C:53]([CH:55]([CH3:57])[CH3:56])[C:52](=[O:58])[N:51]([CH2:59]O)[N:50]=1. Product: [Cl:61][C:46]1[CH:45]=[C:44]([N:62]2[C:67](=[O:68])[NH:66][C:65](=[O:69])[C:64]([C:70]#[N:71])=[N:63]2)[CH:43]=[C:42]([Cl:41])[C:47]=1[O:48][C:49]1[CH:54]=[C:53]([CH:55]([CH3:56])[CH3:57])[C:52](=[O:58])[N:51]([CH2:59][O:10][C:9](=[O:11])[CH2:8][C:4]2[CH:3]=[N:2][CH:7]=[CH:6][CH:5]=2)[N:50]=1.